From a dataset of Full USPTO retrosynthesis dataset with 1.9M reactions from patents (1976-2016). Predict the reactants needed to synthesize the given product. (1) Given the product [CH2:7]([N:6]1[C:2]2=[N:1][C:17]([C:18]([CH3:21])([CH3:20])[CH3:19])=[N:16][C:14]([N:28]3[CH2:29][CH2:30][C:26]([F:31])([F:25])[CH2:27]3)=[C:3]2[CH:4]=[N:5]1)[C:8]1[CH:13]=[CH:12][CH:11]=[CH:10][CH:9]=1, predict the reactants needed to synthesize it. The reactants are: [NH2:1][C:2]1[N:6]([CH2:7][C:8]2[CH:13]=[CH:12][CH:11]=[CH:10][CH:9]=2)[N:5]=[CH:4][C:3]=1[C:14]([NH2:16])=O.[C:17](Cl)(=O)[C:18]([CH3:21])([CH3:20])[CH3:19].Cl.[F:25][C:26]1([F:31])[CH2:30][CH2:29][NH:28][CH2:27]1. (2) Given the product [O:30]=[S:29]1(=[O:31])[C:24]2[CH:25]=[CH:26][CH:27]=[CH:28][C:23]=2[NH:22][C:4]([C:6]2[C:7](=[O:21])[N:8]([CH2:16][CH2:17][CH:18]([CH3:19])[CH3:20])[C:9]3[N:10]([CH:13]=[CH:14][N:15]=3)[C:11]=2[OH:12])=[N:32]1, predict the reactants needed to synthesize it. The reactants are: C(O[C:4]([CH:6]1[C:11](=[O:12])[N:10]2[CH:13]=[CH:14][N:15]=[C:9]2[N:8]([CH2:16][CH2:17][CH:18]([CH3:20])[CH3:19])[C:7]1=[O:21])=O)C.[NH2:22][C:23]1[CH:28]=[CH:27][CH:26]=[CH:25][C:24]=1[S:29]([NH2:32])(=[O:31])=[O:30].C1CCN2C(=NCCC2)CC1.